Dataset: Forward reaction prediction with 1.9M reactions from USPTO patents (1976-2016). Task: Predict the product of the given reaction. (1) Given the reactants C([O:5][C:6](=[O:19])[CH2:7][O:8][C:9]1[CH:14]=[CH:13][C:12]([C:15]#[N:16])=[CH:11][C:10]=1[C:17]#[CH:18])(C)(C)C.Br[C:21]1[CH:22]=[C:23]([S:28]([CH2:31][CH2:32][CH2:33][OH:34])(=[O:30])=[O:29])[CH:24]=[CH:25][C:26]=1[CH3:27], predict the reaction product. The product is: [C:15]([C:12]1[CH:13]=[CH:14][C:9]([O:8][CH2:7][C:6]([OH:5])=[O:19])=[C:10]([C:17]#[C:18][C:21]2[CH:22]=[C:23]([S:28]([CH2:31][CH2:32][CH2:33][OH:34])(=[O:30])=[O:29])[CH:24]=[CH:25][C:26]=2[CH3:27])[CH:11]=1)#[N:16]. (2) Given the reactants [H-].[Al+3].[Li+].[H-].[H-].[H-].[CH2:7]([O:14][C:15]1[CH:16]=[C:17]2[C:21](=[CH:22][CH:23]=1)[NH:20][CH:19]=[C:18]2[CH2:24][CH:25]([N+:27]([O-])=O)[CH3:26])[C:8]1[CH:13]=[CH:12][CH:11]=[CH:10][CH:9]=1, predict the reaction product. The product is: [CH2:7]([O:14][C:15]1[CH:16]=[C:17]2[C:21](=[CH:22][CH:23]=1)[NH:20][CH:19]=[C:18]2[CH2:24][CH:25]([NH2:27])[CH3:26])[C:8]1[CH:9]=[CH:10][CH:11]=[CH:12][CH:13]=1. (3) Given the reactants [CH3:1][C:2]1[O:3][C:4]2[CH:13]=[C:12]([O:14][C:15]3[CH:20]=[CH:19][N:18]=[C:17]4[CH:21]=[CH:22][S:23][C:16]=34)[CH:11]=[CH:10][C:5]=2[C:6]=1[C:7](O)=[O:8].[CH2:24]([NH2:28])[CH2:25][CH2:26][CH3:27], predict the reaction product. The product is: [CH2:24]([NH:28][C:7]([C:6]1[C:5]2[CH:10]=[CH:11][C:12]([O:14][C:15]3[CH:20]=[CH:19][N:18]=[C:17]4[CH:21]=[CH:22][S:23][C:16]=34)=[CH:13][C:4]=2[O:3][C:2]=1[CH3:1])=[O:8])[CH2:25][CH2:26][CH3:27]. (4) Given the reactants [NH2:1][C:2]1[CH:29]=[CH:28][C:5]([O:6][C:7]2[C:16]3[C:11](=[CH:12][C:13]([O:19][CH2:20][CH:21]4[CH2:26][CH2:25][CH2:24][N:23]([CH3:27])[CH2:22]4)=[C:14]([C:17]#[N:18])[CH:15]=3)[N:10]=[CH:9][CH:8]=2)=[CH:4][C:3]=1[Cl:30].[N:31]1[CH:36]=C[CH:34]=[CH:33][CH:32]=1.ClC(OC1C=CC=CC=1)=[O:39].C1(N)CC1.C(=O)(O)[O-].[Na+], predict the reaction product. The product is: [Cl:30][C:3]1[CH:4]=[C:5]([O:6][C:7]2[C:16]3[C:11](=[CH:12][C:13]([O:19][CH2:20][CH:21]4[CH2:26][CH2:25][CH2:24][N:23]([CH3:27])[CH2:22]4)=[C:14]([C:17]#[N:18])[CH:15]=3)[N:10]=[CH:9][CH:8]=2)[CH:28]=[CH:29][C:2]=1[NH:1][C:36]([NH:31][CH:32]1[CH2:34][CH2:33]1)=[O:39]. (5) Given the reactants Br[C:2]1[N:7]=[C:6]([Cl:8])[C:5]([C:9]2([CH2:12][OH:13])[CH2:11][CH2:10]2)=[CH:4][CH:3]=1.[F:14][C:15]1[CH:20]=[CH:19][C:18]([C:21]2[O:22][C:23]3[CH:33]=[C:32]([N:34]([CH3:39])[S:35]([CH3:38])(=[O:37])=[O:36])[C:31](B(O)O)=[CH:30][C:24]=3[C:25]=2[C:26](=[O:29])[NH:27][CH3:28])=[CH:17][CH:16]=1.C([O-])([O-])=O.[K+].[K+], predict the reaction product. The product is: [Cl:8][C:6]1[N:7]=[C:2]([C:31]2[C:32]([N:34]([CH3:39])[S:35]([CH3:38])(=[O:37])=[O:36])=[CH:33][C:23]3[O:22][C:21]([C:18]4[CH:19]=[CH:20][C:15]([F:14])=[CH:16][CH:17]=4)=[C:25]([C:26]([NH:27][CH3:28])=[O:29])[C:24]=3[CH:30]=2)[CH:3]=[CH:4][C:5]=1[C:9]1([CH2:12][OH:13])[CH2:11][CH2:10]1. (6) The product is: [Br:1][C:2]1[CH:7]=[C:6]([CH:5]=[C:4]([N+:11]([O-:13])=[O:12])[CH:3]=1)[NH2:8]. Given the reactants [Br:1][C:2]1[CH:7]=[C:6]([N+:8]([O-])=O)[CH:5]=[C:4]([N+:11]([O-:13])=[O:12])[CH:3]=1, predict the reaction product.